Dataset: Forward reaction prediction with 1.9M reactions from USPTO patents (1976-2016). Task: Predict the product of the given reaction. (1) Given the reactants CC(C)(C)C([O:5][C:6]1[CH:13]2[CH:9]([CH2:10][CH:11]([CH:14]3[O:19][CH2:18][CH2:17][CH2:16][O:15]3)[CH2:12]2)[C:8](=[O:20])[C:7]=1[C:21]1[C:26]([CH2:27][CH3:28])=[CH:25][C:24]([CH3:29])=[CH:23][C:22]=1[CH2:30][CH3:31])=O, predict the reaction product. The product is: [CH2:30]([C:22]1[CH:23]=[C:24]([CH3:29])[CH:25]=[C:26]([CH2:27][CH3:28])[C:21]=1[CH:7]1[C:6](=[O:5])[CH:13]2[CH:9]([CH2:10][CH:11]([CH:14]3[O:19][CH2:18][CH2:17][CH2:16][O:15]3)[CH2:12]2)[C:8]1=[O:20])[CH3:31]. (2) Given the reactants [Cl:1][C:2]1[CH:7]=[C:6](I)[C:5]([Cl:9])=[CH:4][N:3]=1.[NH2:10][C:11]1[CH:20]=[CH:19][C:18]([N:21]2[CH2:26][CH2:25][N:24]([CH3:27])[CH2:23][CH2:22]2)=[CH:17][C:12]=1[C:13]([NH:15][CH3:16])=[O:14].C(=O)([O-])[O-].[Cs+].[Cs+], predict the reaction product. The product is: [Cl:1][C:2]1[CH:7]=[C:6]([NH:10][C:11]2[CH:20]=[CH:19][C:18]([N:21]3[CH2:26][CH2:25][N:24]([CH3:27])[CH2:23][CH2:22]3)=[CH:17][C:12]=2[C:13]([NH:15][CH3:16])=[O:14])[C:5]([Cl:9])=[CH:4][N:3]=1.